From a dataset of Catalyst prediction with 721,799 reactions and 888 catalyst types from USPTO. Predict which catalyst facilitates the given reaction. Reactant: [CH:1]1([CH2:4][O:5][C:6]2[CH:15]=[N:14][C:13]3[C:12](=O)[NH:11][CH:10]=[N:9][C:8]=3[CH:7]=2)[CH2:3][CH2:2]1.P(Cl)(Cl)([Cl:19])=O.CCN(C(C)C)C(C)C. Product: [Cl:19][C:12]1[C:13]2[N:14]=[CH:15][C:6]([O:5][CH2:4][CH:1]3[CH2:3][CH2:2]3)=[CH:7][C:8]=2[N:9]=[CH:10][N:11]=1. The catalyst class is: 11.